From a dataset of Reaction yield outcomes from USPTO patents with 853,638 reactions. Predict the reaction yield, written as a fraction of the theoretical maximum amount of product (1.0 means a 100% yield; for example, 0.34 means a 34% yield). (1) The reactants are [C:1](O)(=[O:3])[CH3:2].[NH2:5][C:6]([C:9]1[CH:14]=[CH:13][C:12]([NH:15][C:16]([C:18]2[NH:19][CH:20]=[C:21]([C:23]#[N:24])[N:22]=2)=[O:17])=[C:11]([C:25]2[CH2:30][CH2:29][CH2:28][CH2:27][CH:26]=2)[CH:10]=1)([CH3:8])[CH3:7].CCN(C(C)C)C(C)C.CN(C1C=CC=CN=1)C.C(Cl)(=O)C. The catalyst is C(Cl)(Cl)Cl.CCOC(C)=O. The product is [C:1]([NH:5][C:6]([C:9]1[CH:14]=[CH:13][C:12]([NH:15][C:16]([C:18]2[NH:19][CH:20]=[C:21]([C:23]#[N:24])[N:22]=2)=[O:17])=[C:11]([C:25]2[CH2:30][CH2:29][CH2:28][CH2:27][CH:26]=2)[CH:10]=1)([CH3:8])[CH3:7])(=[O:3])[CH3:2]. The yield is 0.160. (2) The reactants are [CH2:1]([C:5]1[N:9]([CH2:10][C:11]2[CH:16]=[CH:15][C:14]([C:17]3[C:18]([C:23]#[N:24])=[CH:19][CH:20]=[CH:21][CH:22]=3)=[CH:13][CH:12]=2)[C:8](=[O:25])[NH:7][N:6]=1)[CH2:2][CH2:3][CH3:4].[CH3:26][C:27]1([CH3:39])[CH2:31][C:30]2[CH:32]=[C:33](B(O)O)[CH:34]=[CH:35][C:29]=2[O:28]1.N1C=CC=CC=1.C(N(CC)CC)C. The catalyst is C(OCC)(=O)C.C([O-])(=O)C.[Cu+2].C([O-])(=O)C.ClCCl. The product is [CH2:1]([C:5]1[N:9]([CH2:10][C:11]2[CH:16]=[CH:15][C:14]([C:17]3[C:18]([C:23]#[N:24])=[CH:19][CH:20]=[CH:21][CH:22]=3)=[CH:13][CH:12]=2)[C:8](=[O:25])[N:7]([C:33]2[CH:34]=[CH:35][C:29]3[O:28][C:27]([CH3:26])([CH3:39])[CH2:31][C:30]=3[CH:32]=2)[N:6]=1)[CH2:2][CH2:3][CH3:4]. The yield is 1.00. (3) The reactants are Cl[C:2]1[CH:7]=[C:6]([Cl:8])[CH:5]=[C:4]([Cl:9])[N:3]=1.[C:10]1(/[CH:16]=[CH:17]/B(O)O)[CH:15]=[CH:14][CH:13]=[CH:12][CH:11]=1.[O-]P([O-])([O-])=O.[K+].[K+].[K+].O. The catalyst is C1COCC1. The product is [Cl:9][C:4]1[CH:5]=[C:6]([Cl:8])[CH:7]=[C:2](/[CH:17]=[CH:16]/[C:10]2[CH:15]=[CH:14][CH:13]=[CH:12][CH:11]=2)[N:3]=1. The yield is 0.470. (4) The reactants are [F:1][C:2]1[CH:3]=[C:4](B(O)O)[CH:5]=[CH:6][CH:7]=1.[CH3:11][O:12][C:13]([C:15]1[S:16][C:17](Br)=[CH:18][C:19]=1[N:20]([CH:30]([CH3:32])[CH3:31])[C:21]([CH:23]1[CH2:28][CH2:27][CH:26]([CH3:29])[CH2:25][CH2:24]1)=[O:22])=[O:14].C1(C)C=CC=CC=1.CO.C([O-])([O-])=O.[Na+].[Na+]. The catalyst is C1(C)C=CC=CC=1.C1C=CC([P]([Pd]([P](C2C=CC=CC=2)(C2C=CC=CC=2)C2C=CC=CC=2)([P](C2C=CC=CC=2)(C2C=CC=CC=2)C2C=CC=CC=2)[P](C2C=CC=CC=2)(C2C=CC=CC=2)C2C=CC=CC=2)(C2C=CC=CC=2)C2C=CC=CC=2)=CC=1. The product is [CH3:11][O:12][C:13]([C:15]1[S:16][C:17]([C:4]2[CH:5]=[CH:6][CH:7]=[C:2]([F:1])[CH:3]=2)=[CH:18][C:19]=1[N:20]([CH:30]([CH3:32])[CH3:31])[C:21]([CH:23]1[CH2:24][CH2:25][CH:26]([CH3:29])[CH2:27][CH2:28]1)=[O:22])=[O:14]. The yield is 0.990. (5) The reactants are [C:1]([C:5]1[CH:9]=[C:8]([NH:10][C:11](=[O:23])[C:12]2[CH:17]=[CH:16][CH:15]=[C:14]([C:18]([F:21])([F:20])[F:19])[C:13]=2[F:22])[N:7]([CH2:24][C@H:25]2[CH2:29][CH2:28][CH2:27][O:26]2)[N:6]=1)([CH3:4])([CH3:3])[CH3:2].S(OC)(O[CH3:34])(=O)=O. The catalyst is C1(C)C=CC=CC=1. The product is [C:1]([C:5]1[N:6]([CH3:34])[N:7]([CH2:24][C@H:25]2[CH2:29][CH2:28][CH2:27][O:26]2)/[C:8](=[N:10]/[C:11](=[O:23])[C:12]2[CH:17]=[CH:16][CH:15]=[C:14]([C:18]([F:21])([F:19])[F:20])[C:13]=2[F:22])/[CH:9]=1)([CH3:4])([CH3:2])[CH3:3]. The yield is 0.800. (6) The reactants are [C:1]([Si:5]([CH3:19])([CH3:18])[O:6][CH2:7][CH2:8][O:9][C:10]1[CH:11]=[C:12]([CH:15]=[CH:16][CH:17]=1)[CH:13]=O)([CH3:4])([CH3:3])[CH3:2].[CH3:20][NH2:21]. The catalyst is CCO. The product is [C:1]([Si:5]([CH3:19])([CH3:18])[O:6][CH2:7][CH2:8][O:9][C:10]1[CH:11]=[C:12]([CH:15]=[CH:16][CH:17]=1)[CH:13]=[N:21][CH3:20])([CH3:4])([CH3:3])[CH3:2]. The yield is 0.879.